From a dataset of Forward reaction prediction with 1.9M reactions from USPTO patents (1976-2016). Predict the product of the given reaction. (1) Given the reactants [N+:1]([C:4]1[CH:8]=[CH:7][NH:6][CH:5]=1)([O-:3])=[O:2].[F:9][C:10]1[CH:15]=[CH:14][C:13](B(O)O)=[CH:12][CH:11]=1.C(N(CC)C(C)C)(C)C, predict the reaction product. The product is: [F:9][C:10]1[CH:15]=[CH:14][C:13]([N:6]2[CH:7]=[CH:8][C:4]([N+:1]([O-:3])=[O:2])=[CH:5]2)=[CH:12][CH:11]=1. (2) Given the reactants [C:1]([C@@H:9]1[CH2:13][CH:12]([CH2:14][C:15]2[CH:20]=[CH:19][C:18]([C:21]3[CH:26]=[CH:25][CH:24]=[CH:23][CH:22]=3)=[CH:17][CH:16]=2)[N:11](/[CH:27]=[CH:28]/[C:29]2[CH:34]=[CH:33][CH:32]=[CH:31][CH:30]=2)[C:10]1=[O:35])(=O)C1C=CC=CC=1.CCN(C(C)C)C(C)C.[O-]S([O-])(=O)=O.[Na+].[Na+].C=O.Cl, predict the reaction product. The product is: [C:18]1([C:21]2[CH:22]=[CH:23][CH:24]=[CH:25][CH:26]=2)[CH:17]=[CH:16][C:15]([CH2:14][C@H:12]2[N:11](/[CH:27]=[CH:28]/[C:29]3[CH:30]=[CH:31][CH:32]=[CH:33][CH:34]=3)[C:10](=[O:35])[C:9](=[CH2:1])[CH2:13]2)=[CH:20][CH:19]=1. (3) Given the reactants [C:1]([C:3]1[CH:11]=[CH:10][CH:9]=[C:8]2[C:4]=1[CH:5]=[C:6]([C:12]([O:14]CC)=[O:13])[NH:7]2)#[N:2].O[Li].O, predict the reaction product. The product is: [C:1]([C:3]1[CH:11]=[CH:10][CH:9]=[C:8]2[C:4]=1[CH:5]=[C:6]([C:12]([OH:14])=[O:13])[NH:7]2)#[N:2]. (4) Given the reactants [NH:1]1[CH2:6][CH2:5][CH:4]([CH2:7][NH:8][C:9]([C:11]2[C:12]3[CH2:13][C@H:14]4[CH2:27][C@H:15]4[C:16]=3[N:17]([C:19]3[CH:24]=[CH:23][C:22]([F:25])=[CH:21][C:20]=3[F:26])[N:18]=2)=[O:10])[CH2:3][CH2:2]1.Br[CH2:29][CH2:30][O:31][CH3:32].CCN(C(C)C)C(C)C, predict the reaction product. The product is: [CH3:32][O:31][CH2:30][CH2:29][N:1]1[CH2:6][CH2:5][CH:4]([CH2:7][NH:8][C:9]([C:11]2[C:12]3[CH2:13][C@H:14]4[CH2:27][C@H:15]4[C:16]=3[N:17]([C:19]3[CH:24]=[CH:23][C:22]([F:25])=[CH:21][C:20]=3[F:26])[N:18]=2)=[O:10])[CH2:3][CH2:2]1. (5) Given the reactants [NH2:1][C:2]1[N:6]([CH:7]2[CH2:12][CH2:11][CH2:10][NH:9][CH2:8]2)[N:5]=[C:4]([C:13]2[CH:18]=[CH:17][C:16]([O:19][C:20]3[CH:25]=[CH:24][CH:23]=[CH:22][CH:21]=3)=[CH:15][CH:14]=2)[C:3]=1[C:26]([NH2:28])=[O:27].[C:29](O)(=[O:33])/[CH:30]=[CH:31]/[CH3:32].C(N(CC)C(C)C)(C)C, predict the reaction product. The product is: [NH2:1][C:2]1[N:6]([CH:7]2[CH2:12][CH2:11][CH2:10][N:9]([C:29](=[O:33])/[CH:30]=[CH:31]/[CH3:32])[CH2:8]2)[N:5]=[C:4]([C:13]2[CH:14]=[CH:15][C:16]([O:19][C:20]3[CH:25]=[CH:24][CH:23]=[CH:22][CH:21]=3)=[CH:17][CH:18]=2)[C:3]=1[C:26]([NH2:28])=[O:27]. (6) Given the reactants [CH:1]([C:3]1[NH:4][C:5]2[C:10]([CH:11]=1)=[CH:9][C:8]([C:12]#[N:13])=[CH:7][CH:6]=2)=[O:2].C1COCC1.[CH3:19][C:20]([O:23][C:24](O[C:24]([O:23][C:20]([CH3:22])([CH3:21])[CH3:19])=[O:25])=[O:25])([CH3:22])[CH3:21], predict the reaction product. The product is: [C:20]([O:23][C:24]([N:4]1[C:5]2[C:10](=[CH:9][C:8]([C:12]#[N:13])=[CH:7][CH:6]=2)[CH:11]=[C:3]1[CH:1]=[O:2])=[O:25])([CH3:22])([CH3:21])[CH3:19]. (7) Given the reactants [CH2:1]([N:3](CC)CC)C.CS(Cl)(=O)=O.O[CH2:14][CH:15]1[CH2:20][S:19][CH2:18][CH2:17][N:16]1[C:21]([O:23][C:24]([CH3:27])([CH3:26])[CH3:25])=[O:22].[C-]#N.[K+], predict the reaction product. The product is: [C:1]([CH2:14][CH:15]1[CH2:20][S:19][CH2:18][CH2:17][N:16]1[C:21]([O:23][C:24]([CH3:27])([CH3:26])[CH3:25])=[O:22])#[N:3]. (8) Given the reactants [CH:1]([C:3]1[C:4]([NH:15][CH2:16][CH2:17][NH:18][C:19](=[O:21])[CH3:20])=[N:5][C:6]2[C:11]([CH:12]=1)=[CH:10][C:9]([O:13][CH3:14])=[CH:8][CH:7]=2)=[O:2], predict the reaction product. The product is: [OH:2][CH2:1][C:3]1[C:4]([NH:15][CH2:16][CH2:17][CH2:20][C:19]([NH2:18])=[O:21])=[N:5][C:6]2[C:11]([CH:12]=1)=[CH:10][C:9]([O:13][CH3:14])=[CH:8][CH:7]=2.[OH:2][CH2:1][C:3]1[C:4]([NH:15][CH2:16][CH2:17][NH:18][C:19](=[O:21])[CH3:20])=[N:5][C:6]2[C:11]([CH:12]=1)=[CH:10][C:9]([O:13][CH3:14])=[CH:8][CH:7]=2.